Dataset: Reaction yield outcomes from USPTO patents with 853,638 reactions. Task: Predict the reaction yield, written as a fraction of the theoretical maximum amount of product (1.0 means a 100% yield; for example, 0.34 means a 34% yield). (1) The reactants are [C:1](OC)(=[O:3])[CH3:2].[CH3:6][C:7](=[O:13])[CH2:8][CH2:9][CH2:10][CH2:11][CH3:12].Cl. The catalyst is C(OCC)C. The product is [CH3:2][C:1](=[O:3])[CH2:6][C:7](=[O:13])[CH2:8][CH2:9][CH2:10][CH2:11][CH3:12]. The yield is 0.640. (2) The reactants are [OH:1][CH2:2][CH2:3][C:4]1[CH:9]=[CH:8][C:7]([OH:10])=[CH:6][CH:5]=1.[Br:11][CH2:12][CH2:13]Br.C(=O)([O-])[O-].[K+].[K+]. The catalyst is CC(C)=O. The product is [Br:11][CH2:12][CH2:13][O:10][C:7]1[CH:8]=[CH:9][C:4]([CH2:3][CH2:2][OH:1])=[CH:5][CH:6]=1. The yield is 0.730. (3) The reactants are [NH:1]1[CH:5]=[CH:4][C:3]([NH:6][C:7](=[O:9])[CH3:8])=[N:2]1.C[C:11]([CH3:14])([O-:13])[CH3:12].[Na+].[Cl-].[Li+]. The catalyst is CN(C=O)C. The product is [CH3:12][C:11]1([CH3:14])[O:13][C@H:11]([CH2:14][N:1]2[CH:5]=[CH:4][C:3]([NH:6][C:7](=[O:9])[CH3:8])=[N:2]2)[CH2:12][O:13]1. The yield is 0.828.